This data is from Forward reaction prediction with 1.9M reactions from USPTO patents (1976-2016). The task is: Predict the product of the given reaction. (1) Given the reactants [CH:1]1([NH:7][C:8]([C@H:10]2[CH2:15][CH2:14][CH2:13][NH:12][CH2:11]2)=[O:9])[CH2:6][CH2:5][CH2:4][CH2:3][CH2:2]1.[Cl:16][C:17]1[CH:22]=[C:21](Cl)[N:20]=[C:19]([NH2:24])[N:18]=1.C(N(CC)CC)C, predict the reaction product. The product is: [NH2:24][C:19]1[N:20]=[C:21]([N:12]2[CH2:13][CH2:14][CH2:15][C@H:10]([C:8]([NH:7][CH:1]3[CH2:2][CH2:3][CH2:4][CH2:5][CH2:6]3)=[O:9])[CH2:11]2)[CH:22]=[C:17]([Cl:16])[N:18]=1. (2) Given the reactants [C:1]([C:3]1[CH:8]=[CH:7][C:6]([C:9]2[CH:10]=[N:11][N:12]([C:15]3[CH:23]=[CH:22][C:18]([C:19](O)=[O:20])=[CH:17][N:16]=3)[C:13]=2[OH:14])=[C:5]([CH3:24])[C:4]=1[F:25])#[N:2].[CH3:26][O:27][CH:28]1[CH2:33][CH2:32][NH:31][CH2:30][CH2:29]1, predict the reaction product. The product is: [F:25][C:4]1[C:5]([CH3:24])=[C:6]([C:9]2[CH:10]=[N:11][N:12]([C:15]3[CH:23]=[CH:22][C:18]([C:19]([N:31]4[CH2:32][CH2:33][CH:28]([O:27][CH3:26])[CH2:29][CH2:30]4)=[O:20])=[CH:17][N:16]=3)[C:13]=2[OH:14])[CH:7]=[CH:8][C:3]=1[C:1]#[N:2]. (3) Given the reactants [C:1]1([N:7]2[CH:12]=[CH:11][C:10]([CH2:13][CH2:14][CH2:15][CH2:16][CH2:17][C:18]3[N:19]=[N:20][NH:21][CH:22]=3)=[C:9]([OH:23])[C:8]2=O)[CH:6]=[CH:5][CH:4]=[CH:3][CH:2]=1.P12(SP3(SP(SP(S3)(S1)=S)(=S)S2)=S)=[S:26].C1(N2C=CC(CCCC3N=NNC=3)=C(O)C2=S)C=CC=CC=1, predict the reaction product. The product is: [C:1]1([N:7]2[CH:12]=[CH:11][C:10]([CH2:13][CH2:14][CH2:15][CH2:16][CH2:17][C:18]3[N:19]=[N:20][NH:21][CH:22]=3)=[C:9]([OH:23])[C:8]2=[S:26])[CH:6]=[CH:5][CH:4]=[CH:3][CH:2]=1. (4) The product is: [Br:1][C:2]1[CH:7]=[C:6]([Si:16]([CH3:18])([CH3:17])[CH3:15])[CH:5]=[C:4]([Br:8])[CH:3]=1. Given the reactants [Br:1][C:2]1[C:3](Br)=[C:4]([Br:8])[CH:5]=[CH:6][CH:7]=1.[Li]CCCC.[CH3:15][Si:16](Cl)([CH3:18])[CH3:17].Cl, predict the reaction product.